This data is from Full USPTO retrosynthesis dataset with 1.9M reactions from patents (1976-2016). The task is: Predict the reactants needed to synthesize the given product. (1) Given the product [F:37][CH:2]([F:1])[C:3]1[N:7]([C:8]2[N:9]=[C:10]([N:20]3[CH2:25][CH2:24][N:23]([S:45]([CH3:44])(=[O:47])=[O:46])[CH2:22][CH2:21]3)[N:11]=[C:12]([N:14]3[CH2:15][CH2:16][O:17][CH2:18][CH2:19]3)[N:13]=2)[C:6]2[CH:26]=[CH:27][CH:28]=[C:29]([O:30][CH2:31][CH2:32][CH2:33][N:34]([CH3:36])[CH3:35])[C:5]=2[N:4]=1, predict the reactants needed to synthesize it. The reactants are: [F:1][CH:2]([F:37])[C:3]1[N:7]([C:8]2[N:13]=[C:12]([N:14]3[CH2:19][CH2:18][O:17][CH2:16][CH2:15]3)[N:11]=[C:10]([N:20]3[CH2:25][CH2:24][NH:23][CH2:22][CH2:21]3)[N:9]=2)[C:6]2[CH:26]=[CH:27][CH:28]=[C:29]([O:30][CH2:31][CH2:32][CH2:33][N:34]([CH3:36])[CH3:35])[C:5]=2[N:4]=1.C([O-])([O-])=O.[K+].[K+].[CH3:44][S:45](Cl)(=[O:47])=[O:46].CCOC(C)=O. (2) Given the product [CH3:1][C:2]([CH3:52])([CH3:51])[C:3]([O:5][CH2:6][O:7][C:8]([C:10]1([C:41]([OH:43])=[O:42])[CH2:11][CH2:12][N:13]([CH2:16][C:17]2[CH:18]=[CH:19][C:20]([C:23]3[N:27]=[C:26]([C:28]4[CH:33]=[CH:32][C:31]([C:34]5[CH:35]=[CH:36][CH:37]=[CH:38][CH:39]=5)=[C:30]([F:40])[CH:29]=4)[O:25][N:24]=3)=[CH:21][CH:22]=2)[CH2:14][CH2:15]1)=[O:9])=[O:4], predict the reactants needed to synthesize it. The reactants are: [CH3:1][C:2]([CH3:52])([CH3:51])[C:3]([O:5][CH2:6][O:7][C:8]([C:10]1([C:41]([O:43]CC2C=CC=CC=2)=[O:42])[CH2:15][CH2:14][N:13]([CH2:16][C:17]2[CH:22]=[CH:21][C:20]([C:23]3[N:27]=[C:26]([C:28]4[CH:33]=[CH:32][C:31]([C:34]5[CH:39]=[CH:38][CH:37]=[CH:36][CH:35]=5)=[C:30]([F:40])[CH:29]=4)[O:25][N:24]=3)=[CH:19][CH:18]=2)[CH2:12][CH2:11]1)=[O:9])=[O:4].